This data is from Reaction yield outcomes from USPTO patents with 853,638 reactions. The task is: Predict the reaction yield, written as a fraction of the theoretical maximum amount of product (1.0 means a 100% yield; for example, 0.34 means a 34% yield). (1) The reactants are [Br:1][CH2:2][O:3][CH3:4].[CH2:5]([N:7]([CH2:10][CH3:11])[CH2:8][CH3:9])[CH3:6]. The catalyst is CCCCCC. The product is [Br-:1].[CH2:5]([N+:7]([CH2:10][CH3:11])([CH2:8][CH3:9])[CH2:2][O:3][CH3:4])[CH3:6]. The yield is 0.850. (2) The reactants are [CH3:1][C:2]1[CH:6]=[C:5]([NH:7][C:8]2[CH:16]=[CH:15][CH:14]=[CH:13][C:9]=2[C:10](O)=O)[N:4]([C:17]2[CH:22]=[CH:21][CH:20]=[CH:19][N:18]=2)[N:3]=1.P(Cl)(Cl)([Cl:25])=O. No catalyst specified. The product is [Cl:25][C:10]1[C:9]2[C:8](=[CH:16][CH:15]=[CH:14][CH:13]=2)[N:7]=[C:5]2[N:4]([C:17]3[CH:22]=[CH:21][CH:20]=[CH:19][N:18]=3)[N:3]=[C:2]([CH3:1])[C:6]=12. The yield is 0.430. (3) The reactants are [OH:1][C:2]1[CH:7]=[CH:6][C:5]([S:8][CH2:9][CH2:10][CH2:11][C:12]([OH:14])=O)=[CH:4][CH:3]=1.[CH3:15][NH:16][CH2:17][C:18]1[CH:23]=[CH:22][CH:21]=[CH:20][N:19]=1. No catalyst specified. The product is [OH:1][C:2]1[CH:3]=[CH:4][C:5]([S:8][CH2:9][CH2:10][CH2:11][C:12]([N:16]([CH3:15])[CH2:17][C:18]2[CH:23]=[CH:22][CH:21]=[CH:20][N:19]=2)=[O:14])=[CH:6][CH:7]=1. The yield is 0.230. (4) The reactants are [CH2:1]([O:8][N:9]1[C:15](=[O:16])[N:14]2[CH2:17][CH:10]1[CH2:11][CH2:12][CH:13]2[C:18]([OH:20])=O)[C:2]1[CH:7]=[CH:6][CH:5]=[CH:4][CH:3]=1.Cl.C(N=C=NCCCN(C)C)C.ON1C2C=CC=CC=2N=N1.[N:43]1([NH2:49])[CH2:48][CH2:47][O:46][CH2:45][CH2:44]1. The catalyst is C(Cl)Cl.C(N(CC)CC)C. The product is [CH2:1]([O:8][N:9]1[C:15](=[O:16])[N:14]2[CH2:17][CH:10]1[CH2:11][CH2:12][CH:13]2[C:18]([NH:49][N:43]1[CH2:48][CH2:47][O:46][CH2:45][CH2:44]1)=[O:20])[C:2]1[CH:3]=[CH:4][CH:5]=[CH:6][CH:7]=1. The yield is 0.800. (5) The reactants are [Br:1][C:2]1[C:11]2[C:6](=[CH:7][CH:8]=[CH:9][CH:10]=2)[CH:5]=[CH:4][C:3]=1[OH:12].[CH:13]([Si:16](Cl)([CH:20]([CH3:22])[CH3:21])[CH:17]([CH3:19])[CH3:18])([CH3:15])[CH3:14].N1C=CN=C1.N1C=CC=CC=1. The catalyst is CN(C1C=CN=CC=1)C.C(Cl)Cl.O. The product is [Br:1][C:2]1[C:11]2[C:6](=[CH:7][CH:8]=[CH:9][CH:10]=2)[CH:5]=[CH:4][C:3]=1[O:12][Si:16]([CH:20]([CH3:22])[CH3:21])([CH:17]([CH3:19])[CH3:18])[CH:13]([CH3:15])[CH3:14]. The yield is 0.990. (6) The reactants are [CH3:1][O:2][CH2:3][C:4]([N:6]1[CH2:12][CH2:11][C:10]2[N:13]=[C:14]([C:16]3[S:17][C:18]4[C:24]([N:25]5[CH2:30][CH2:29][O:28][CH2:27][CH2:26]5)=[CH:23][CH:22]=[C:21]([O:31][CH3:32])[C:19]=4[N:20]=3)[NH:15][C:9]=2[CH2:8][CH2:7]1)=O.[H-].[Al+3].[Li+].[H-].[H-].[H-].C(OC(=O)C)C.O. The catalyst is O1CCCC1. The product is [CH3:1][O:2][CH2:3][CH2:4][N:6]1[CH2:7][CH2:8][C:9]2[N:15]=[C:14]([C:16]3[S:17][C:18]4[C:24]([N:25]5[CH2:30][CH2:29][O:28][CH2:27][CH2:26]5)=[CH:23][CH:22]=[C:21]([O:31][CH3:32])[C:19]=4[N:20]=3)[NH:13][C:10]=2[CH2:11][CH2:12]1. The yield is 0.530. (7) The reactants are [CH:1]([NH:4][C:5]1[C:10]2[C:11]([C:14]3[CH:19]=[C:18]([C:20](F)(F)F)N=[CH:16][N:15]=3)=[N:12][NH:13][C:9]=2[CH:8]=[CH:7][N:6]=1)([CH3:3])[CH3:2].C(NC1C2C([Sn](C)(C)C)=NN(CC3C=CC(OC)=CC=3)C=2C=CN=1)(C)C.BrC1C=C([Cl:57])C=CN=1. No catalyst specified. The product is [Cl:57][C:18]1[CH:20]=[CH:16][N:15]=[C:14]([C:11]2[C:10]3[C:5]([NH:4][CH:1]([CH3:3])[CH3:2])=[N:6][CH:7]=[CH:8][C:9]=3[NH:13][N:12]=2)[CH:19]=1. The yield is 0.110. (8) The reactants are [NH2:1][C:2]1[CH:3]=[CH:4][CH:5]=[C:6]2[C:11]=1[N:10]=[CH:9][CH:8]=[CH:7]2.[C:12]([C:14]1[CH:19]=[CH:18][CH:17]=[CH:16][C:15]=1[S:20](Cl)(=[O:22])=[O:21])#[N:13]. The catalyst is CN(C1C=CN=CC=1)C. The product is [C:12]([C:14]1[CH:19]=[CH:18][CH:17]=[CH:16][C:15]=1[S:20]([NH:1][C:2]1[CH:3]=[CH:4][CH:5]=[C:6]2[C:11]=1[N:10]=[CH:9][CH:8]=[CH:7]2)(=[O:22])=[O:21])#[N:13]. The yield is 0.500. (9) The reactants are [F:1][C:2]([F:18])([F:17])[C:3]1[O:7][N:6]=[C:5]([C:8]2[CH:16]=[CH:15][C:11]([C:12]([OH:14])=O)=[CH:10][CH:9]=2)[CH:4]=1.Cl.NO.C([N:24]([CH2:27]C)CC)C.C1CCC(N=C=NC2CCCCC2)CC1.CN([CH:47]=[O:48])C. The catalyst is ClCCl.CN(C1C=CN=CC=1)C. The product is [CH3:47][O:48][N:24]([CH3:27])[C:12](=[O:14])[C:11]1[CH:10]=[CH:9][C:8]([C:5]2[CH:4]=[C:3]([C:2]([F:1])([F:18])[F:17])[O:7][N:6]=2)=[CH:16][CH:15]=1. The yield is 0.740.